From a dataset of Experimentally validated miRNA-target interactions with 360,000+ pairs, plus equal number of negative samples. Binary Classification. Given a miRNA mature sequence and a target amino acid sequence, predict their likelihood of interaction. The miRNA is hsa-miR-6769b-5p with sequence UGGUGGGUGGGGAGGAGAAGUGC. The protein sequence of the target gene is MRTIAILAAILLVALQAQAESLQERADEATTQKQSGEDNQDLAISFAGNGLSALRTSGSQARATCYCRTGRCATRESLSGVCEISGRLYRLCCR. Result: 0 (no interaction).